This data is from Full USPTO retrosynthesis dataset with 1.9M reactions from patents (1976-2016). The task is: Predict the reactants needed to synthesize the given product. (1) Given the product [O:1]1[C:5]2[CH:6]=[CH:7][CH:8]=[CH:9][C:4]=2[N:3]=[C:2]1[C:10]1[CH:11]=[CH:12][C:13]2[N:17]([CH:18]3[CH2:23][CH2:22][O:21][CH2:20][CH2:19]3)[C:2]([CH:10]([CH3:11])[CH3:16])=[N:15][C:14]=2[CH:16]=1, predict the reactants needed to synthesize it. The reactants are: [O:1]1[C:5]2[CH:6]=[CH:7][CH:8]=[CH:9][C:4]=2[N:3]=[C:2]1[C:10]1[CH:11]=[CH:12][C:13]([NH:17][CH:18]2[CH2:23][CH2:22][O:21][CH2:20][CH2:19]2)=[C:14]([CH:16]=1)[NH2:15].OOS([O-])=O.[K+].C(=O)([O-])[O-].[K+].[K+]. (2) Given the product [C:16]1(=[C:8]([C:5]2[CH:6]=[CH:7][C:2]([C:28]3[C:24]([CH3:23])=[N:25][O:26][C:27]=3[CH3:32])=[CH:3][CH:4]=2)[C:9]2[CH:14]=[CH:13][C:12]([OH:15])=[CH:11][CH:10]=2)[CH2:22][CH2:21][CH2:20][CH2:19][CH2:18][CH2:17]1, predict the reactants needed to synthesize it. The reactants are: Br[C:2]1[CH:7]=[CH:6][C:5]([C:8](=[C:16]2[CH2:22][CH2:21][CH2:20][CH2:19][CH2:18][CH2:17]2)[C:9]2[CH:14]=[CH:13][C:12]([OH:15])=[CH:11][CH:10]=2)=[CH:4][CH:3]=1.[CH3:23][C:24]1[C:28](B(O)O)=[C:27]([CH3:32])[O:26][N:25]=1.C([O-])([O-])=O.[Na+].[Na+]. (3) Given the product [CH3:25][C:26]1[S:27][C:28]([C:4]2[CH:5]=[CH:6][C:7]3[N:13]4[CH2:14][C@H:10]([CH2:11][CH2:12]4)[N:9]([C:15]([NH:17][C:18]4[CH:23]=[N:22][CH:21]=[CH:20][N:19]=4)=[O:16])[C:8]=3[N:24]=2)=[CH:29][N:30]=1, predict the reactants needed to synthesize it. The reactants are: [F-].[Cs+].Cl[C:4]1[CH:5]=[CH:6][C:7]2[N:13]3[CH2:14][C@H:10]([CH2:11][CH2:12]3)[N:9]([C:15]([NH:17][C:18]3[CH:23]=[N:22][CH:21]=[CH:20][N:19]=3)=[O:16])[C:8]=2[N:24]=1.[CH3:25][C:26]1[S:27][C:28]([Sn](CCCC)(CCCC)CCCC)=[CH:29][N:30]=1.C(P(C(C)(C)C)C(C)(C)C)(C)(C)C. (4) Given the product [N:19]1([C:24]2[CH:25]=[CH:26][C:27]([CH2:28][C:29]3[C:30]([Cl:41])=[N:15][C:12]4[C:13]([C:38]=3[Cl:39])=[CH:14][C:9]([C:7]([C:6]3[N:2]([CH3:1])[CH:3]=[N:4][CH:5]=3)=[O:8])=[CH:10][C:11]=4[CH3:18])=[CH:42][CH:43]=2)[CH:23]=[CH:22][CH:21]=[N:20]1, predict the reactants needed to synthesize it. The reactants are: [CH3:1][N:2]1[C:6]([C:7]([C:9]2[CH:14]=[CH:13][C:12]([N+:15]([O-])=O)=[C:11]([CH3:18])[CH:10]=2)=[O:8])=[CH:5][N:4]=[CH:3]1.[N:19]1([C:24]2[CH:43]=[CH:42][C:27]([CH2:28][C:29]3[C:30]([Cl:41])=NC4C([C:38]=3[Cl:39])=CC(Br)=CC=4)=[CH:26][CH:25]=2)[CH:23]=[CH:22][CH:21]=[N:20]1.O=P(Cl)(Cl)Cl.[NH4+].[OH-]. (5) Given the product [CH3:6][O:7][C:8]1[CH:13]=[CH:12][CH:11]=[CH:10][C:9]=1[S:1]([OH:3])(=[O:5])=[O:2], predict the reactants needed to synthesize it. The reactants are: [S:1](=[O:5])(=O)([OH:3])[OH:2].[CH3:6][O:7][C:8]1[CH:13]=[CH:12][CH:11]=[CH:10][CH:9]=1.CCOCC.